Task: Predict the product of the given reaction.. Dataset: Forward reaction prediction with 1.9M reactions from USPTO patents (1976-2016) (1) Given the reactants Br[C:2]1[CH:3]=[C:4]2[CH:10]=[CH:9][S:8][C:5]2=[N:6][CH:7]=1.CC1(C)C(C)(C)OB([C:19]2[CH:24]=[CH:23][C:22]([CH2:25][C:26]([NH:28][C:29]3[CH:33]=[C:32]([C:34]4([C:37]([F:40])([F:39])[F:38])[CH2:36][CH2:35]4)[O:31][N:30]=3)=[O:27])=[CH:21][CH:20]=2)O1.C([O-])([O-])=O.[Na+].[Na+].CC#N, predict the reaction product. The product is: [S:8]1[C:5]2=[N:6][CH:7]=[C:2]([C:19]3[CH:20]=[CH:21][C:22]([CH2:25][C:26]([NH:28][C:29]4[CH:33]=[C:32]([C:34]5([C:37]([F:40])([F:38])[F:39])[CH2:35][CH2:36]5)[O:31][N:30]=4)=[O:27])=[CH:23][CH:24]=3)[CH:3]=[C:4]2[CH:10]=[CH:9]1. (2) Given the reactants [OH-].[Na+].[CH:3]1([C:6]2[C:11]([C:12]3[CH:17]=[CH:16][C:15]([F:18])=[CH:14][CH:13]=3)=[C:10]([F:19])[C:9]([O:20][CH2:21][CH3:22])=[C:8]([CH2:23][N:24]3[CH2:29][CH2:28][CH:27]([N:30]4[CH:35]=[CH:34][C:33]([C:36]([O:38]C)=[O:37])=[C:32]([CH2:40][CH3:41])[C:31]4=[O:42])[CH2:26][CH2:25]3)[CH:7]=2)[CH2:5][CH2:4]1.Cl, predict the reaction product. The product is: [CH:3]1([C:6]2[C:11]([C:12]3[CH:13]=[CH:14][C:15]([F:18])=[CH:16][CH:17]=3)=[C:10]([F:19])[C:9]([O:20][CH2:21][CH3:22])=[C:8]([CH2:23][N:24]3[CH2:25][CH2:26][CH:27]([N:30]4[CH:35]=[CH:34][C:33]([C:36]([OH:38])=[O:37])=[C:32]([CH2:40][CH3:41])[C:31]4=[O:42])[CH2:28][CH2:29]3)[CH:7]=2)[CH2:5][CH2:4]1. (3) Given the reactants [CH3:1][CH2:2]/[C:3](/[C:14]1[CH:15]=[CH:16][C:17]([OH:20])=[CH:18][CH:19]=1)=[C:4](\[C:7]1[CH:8]=[CH:9][C:10]([OH:13])=[CH:11][CH:12]=1)/[CH2:5][CH3:6].[S:21]([O:25][S:26]([O-:29])(=[O:28])=[O:27])([O-:24])(=[O:23])=[O:22], predict the reaction product. The product is: [CH3:6][CH2:5]/[C:4](/[C:7]1[CH:8]=[CH:9][C:10]([OH:13])=[CH:11][CH:12]=1)=[C:3](\[C:14]1[CH:19]=[CH:18][C:17]([OH:20])=[CH:16][CH:15]=1)/[CH2:2][CH3:1].[S:21]([O:25][S:26]([O-:29])(=[O:28])=[O:27])([O-:24])(=[O:23])=[O:22]. (4) Given the reactants OC1C=C(C=CC=1)[NH2:5].Cl[C:10]1[N:15]=[C:14]([NH:16][C:17]2[CH:22]=[CH:21][CH:20]=[C:19]([O:23][C:24]([F:27])([F:26])[F:25])[CH:18]=2)[C:13](F)=[CH:12][N:11]=1, predict the reaction product. The product is: [F:25][C:24]([F:27])([F:26])[O:23][C:19]1[CH:18]=[C:17]([NH:16][C:14]2[CH:13]=[CH:12][N:11]=[C:10]([NH2:5])[N:15]=2)[CH:22]=[CH:21][CH:20]=1. (5) Given the reactants C([O:5][C:6](=[O:22])[C@@H:7]([NH2:21])[CH2:8][C:9]1[CH:14]=[CH:13][C:12]([C:15]2[CH:16]=[N:17][CH:18]=[CH:19][CH:20]=2)=[CH:11][CH:10]=1)(C)(C)C.[F:23][C:24]([F:29])([F:28])[C:25]([OH:27])=[O:26], predict the reaction product. The product is: [F:23][C:24]([F:29])([F:28])[C:25]([OH:27])=[O:26].[NH2:21][C@@H:7]([CH2:8][C:9]1[CH:14]=[CH:13][C:12]([C:15]2[CH:16]=[N:17][CH:18]=[CH:19][CH:20]=2)=[CH:11][CH:10]=1)[C:6]([OH:22])=[O:5]. (6) Given the reactants [C:1]([O:5][C:6]([NH:8][C@@H:9]([CH3:18])[C:10](=O)[CH2:11][C:12]([O:14][CH2:15][CH3:16])=[O:13])=[O:7])([CH3:4])([CH3:3])[CH3:2].[NH2:19][C:20]1[CH:27]=[CH:26][CH:25]=[C:24]([F:28])[C:21]=1[CH:22]=O, predict the reaction product. The product is: [C:1]([O:5][C:6]([NH:8][C@H:9]([C:10]1[C:11]([C:12]([O:14][CH2:15][CH3:16])=[O:13])=[CH:22][C:21]2[C:20](=[CH:27][CH:26]=[CH:25][C:24]=2[F:28])[N:19]=1)[CH3:18])=[O:7])([CH3:4])([CH3:3])[CH3:2]. (7) Given the reactants [NH2:1][C:2]1[CH:10]=[CH:9][C:5]([C:6]([OH:8])=O)=[CH:4][CH:3]=1.[NH2:11][C:12]1[CH:17]=[CH:16][CH:15]=[CH:14][CH:13]=1.C1CCC(N=C=NC2CCCCC2)CC1, predict the reaction product. The product is: [NH2:1][C:2]1[CH:3]=[CH:4][C:5]([C:6]([NH:11][C:12]2[CH:17]=[CH:16][CH:15]=[CH:14][CH:13]=2)=[O:8])=[CH:9][CH:10]=1.